This data is from Forward reaction prediction with 1.9M reactions from USPTO patents (1976-2016). The task is: Predict the product of the given reaction. (1) Given the reactants [CH3:1][S:2][C:3]1[NH:4][C:5](=[O:36])[C:6]2[C:11]([C:12]3[CH:17]=[CH:16][CH:15]=[CH:14][CH:13]=3)=[C:10]([C:18]3[CH:23]=[CH:22][C:21]([C:24]4([NH:28][C:29](=[O:35])[O:30][C:31]([CH3:34])([CH3:33])[CH3:32])[CH2:27][CH2:26][CH2:25]4)=[CH:20][CH:19]=3)[O:9][C:7]=2[N:8]=1.C(=O)([O-])[O-].[K+].[K+].[CH2:43](I)[CH3:44], predict the reaction product. The product is: [CH2:43]([N:4]1[C:5](=[O:36])[C:6]2[C:11]([C:12]3[CH:13]=[CH:14][CH:15]=[CH:16][CH:17]=3)=[C:10]([C:18]3[CH:23]=[CH:22][C:21]([C:24]4([NH:28][C:29](=[O:35])[O:30][C:31]([CH3:33])([CH3:32])[CH3:34])[CH2:25][CH2:26][CH2:27]4)=[CH:20][CH:19]=3)[O:9][C:7]=2[N:8]=[C:3]1[S:2][CH3:1])[CH3:44]. (2) Given the reactants Br[C:2]1[N:7]=[C:6]2[N:8]([CH2:12][C:13]3[C:18]([F:19])=[CH:17][CH:16]=[C:15]([F:20])[C:14]=3[Cl:21])[CH2:9][CH2:10][NH:11][C:5]2=[N:4][CH:3]=1.Cl.[CH2:23]([N:25]([CH2:40][CH3:41])[CH2:26][CH2:27][NH:28][C:29]([C:31]1[CH:36]=[CH:35][C:34](B(O)O)=[CH:33][CH:32]=1)=[O:30])[CH3:24], predict the reaction product. The product is: [Cl:21][C:14]1[C:15]([F:20])=[CH:16][CH:17]=[C:18]([F:19])[C:13]=1[CH2:12][N:8]1[CH2:9][CH2:10][NH:11][C:5]2[N:4]=[CH:3][C:2]([C:34]3[CH:35]=[CH:36][C:31]([C:29]([NH:28][CH2:27][CH2:26][N:25]([CH2:40][CH3:41])[CH2:23][CH3:24])=[O:30])=[CH:32][CH:33]=3)=[N:7][C:6]1=2. (3) Given the reactants [CH3:1][CH:2]1[CH2:7][CH:6]([N:8]2[CH2:13][CH2:12][N:11]3[C:14]([NH:17][S:18]([C:21]4[CH:26]=[CH:25][C:24]([NH:27][C@@H:28]([CH2:37][S:38][C:39]5[CH:44]=[CH:43][CH:42]=[CH:41][CH:40]=5)[CH2:29][CH2:30][N:31]5[CH2:36][CH2:35][O:34][CH2:33][CH2:32]5)=[C:23]([S:45]([C:48]([F:51])([F:50])[F:49])(=[O:47])=[O:46])[CH:22]=4)(=[O:20])=[O:19])=[N:15][N:16]=[C:10]3[CH2:9]2)[CH2:5][CH2:4][NH:3]1.[Cl:52][C:53]1[CH:58]=[CH:57][C:56]([C:59]2[C:60]([CH:65]=[O:66])=[CH:61][CH:62]=[CH:63][CH:64]=2)=[CH:55][CH:54]=1.C([BH3-])#N.[Na+].[CH3:71][OH:72], predict the reaction product. The product is: [Cl:52][C:53]1[CH:54]=[CH:55][C:56]([C:59]2[CH:64]=[CH:63][CH:62]=[CH:61][C:60]=2[CH2:65][N:3]2[CH2:4][CH2:5][CH:6]([N:8]3[CH2:13][CH2:12][N:11]4[C:14]([NH:17][S:18]([C:21]5[CH:26]=[CH:25][C:24]([NH:27][C@@H:28]([CH2:37][S:38][C:39]6[CH:40]=[CH:41][CH:42]=[CH:43][CH:44]=6)[CH2:29][CH2:30][N:31]6[CH2:32][CH2:33][O:34][CH2:35][CH2:36]6)=[C:23]([S:45]([C:48]([F:51])([F:49])[F:50])(=[O:47])=[O:46])[CH:22]=5)(=[O:20])=[O:19])=[N:15][N:16]=[C:10]4[CH2:9]3)[CH2:7][CH:2]2[CH3:1])=[CH:57][CH:58]=1.[C:71]([OH:66])([C:48]([F:51])([F:50])[F:49])=[O:72]. (4) Given the reactants [C:1](=[O:8])([O:3][C:4]([CH3:7])([CH3:6])[CH3:5])[NH2:2].[OH-].[Na+].Cl[O:12]C(C)(C)C.CC[C@@H]1[C@@H]2C[C@H]([C@@H](OC3[C:50]4[C:45](=[CH:46][CH:47]=[CH:48][CH:49]=4)[C:44]([O:51][C@@H:52]([C:63]4C=CN=[C:69]5[C:64]=4C=C(OC)[CH:67]=[CH:68]5)[C@@H:53]4N5C[C@H](CC)[C@@H](CC5)[CH2:54]4)=NN=3)C3C=CN=C4C=3C=C(OC)C=C4)N(CC2)C1.C(OC1C=CC(C=C)=CC=1)C1C=CC=CC=1.S([O-])([O-])=O.[Na+].[Na+], predict the reaction product. The product is: [C:4]([O:3][C:1](=[O:8])[NH:2][C@H:68]([C:69]1[CH:54]=[CH:53][C:52]([O:51][CH2:44][C:45]2[CH:46]=[CH:47][CH:48]=[CH:49][CH:50]=2)=[CH:63][CH:64]=1)[CH2:67][OH:12])([CH3:7])([CH3:6])[CH3:5]. (5) Given the reactants [Br:1][C:2]1[CH:7]=[CH:6][CH:5]=[CH:4][CH:3]=1.[Al+3].[Cl-].[Cl-].[Cl-].[CH:12]12[CH2:17][CH:16]1[C:15](=[O:18])[O:14][C:13]2=[O:19].Cl, predict the reaction product. The product is: [Br:1][C:2]1[CH:7]=[CH:6][C:5]([C:15]([C@H:16]2[CH2:17][C@H:12]2[C:13]([OH:19])=[O:14])=[O:18])=[CH:4][CH:3]=1.